This data is from Full USPTO retrosynthesis dataset with 1.9M reactions from patents (1976-2016). The task is: Predict the reactants needed to synthesize the given product. Given the product [CH2:1]([O:3][C:4](=[O:25])[CH2:5][C@@H:6]([NH:13][C:14]1[C:15]([NH2:22])=[CH:16][N:17]=[C:18]([CH3:20])[CH:19]=1)[C:7]1[CH:8]=[CH:9][CH:10]=[CH:11][CH:12]=1)[CH3:2], predict the reactants needed to synthesize it. The reactants are: [CH2:1]([O:3][C:4](=[O:25])[CH2:5][C@@H:6]([NH:13][C:14]1[CH:19]=[C:18]([CH3:20])[N:17]=[C:16](Cl)[C:15]=1[N+:22]([O-])=O)[C:7]1[CH:12]=[CH:11][CH:10]=[CH:9][CH:8]=1)[CH3:2].